This data is from Reaction yield outcomes from USPTO patents with 853,638 reactions. The task is: Predict the reaction yield, written as a fraction of the theoretical maximum amount of product (1.0 means a 100% yield; for example, 0.34 means a 34% yield). The reactants are [Cl:1][C:2]1[CH:3]=[CH:4][C:5]([C:22](OC)=[O:23])=[C:6]2[C:10]=1[N:9]=[C:8]1[N:11]([C:14]3[CH:19]=[CH:18][C:17]([Cl:20])=[CH:16][C:15]=3[Cl:21])[CH2:12][CH2:13][N:7]21.[CH:26]1([Mg]Br)[CH2:28][CH2:27]1.O.O1[CH2:36][CH2:35][CH2:34]C1. No catalyst specified. The product is [Cl:1][C:2]1[C:10]2[N:9]=[C:8]3[N:11]([C:14]4[CH:19]=[CH:18][C:17]([Cl:20])=[CH:16][C:15]=4[Cl:21])[CH2:12][CH2:13][N:7]3[C:6]=2[C:5]([C:22]([CH:34]2[CH2:35][CH2:36]2)([CH:26]2[CH2:28][CH2:27]2)[OH:23])=[CH:4][CH:3]=1. The yield is 0.570.